Dataset: Full USPTO retrosynthesis dataset with 1.9M reactions from patents (1976-2016). Task: Predict the reactants needed to synthesize the given product. (1) The reactants are: Cl.Cl.[O:3]1[CH2:8][CH2:7][CH:6]([N:9]2[CH2:14][CH2:13][NH:12][CH2:11][CH2:10]2)[CH2:5][CH2:4]1.C([O-])(O)=O.[Na+].[N:20]#[C:21]Br.C(Cl)Cl. Given the product [O:3]1[CH2:8][CH2:7][CH:6]([N:9]2[CH2:14][CH2:13][N:12]([C:21]#[N:20])[CH2:11][CH2:10]2)[CH2:5][CH2:4]1, predict the reactants needed to synthesize it. (2) Given the product [CH3:20][S:21][CH2:22][N:1]1[C:9]2[CH:8]=[C:7]([C:10]([O:12][C:13]([CH3:16])([CH3:15])[CH3:14])=[O:11])[N:6]=[CH:5][C:4]=2[CH:3]=[CH:2]1, predict the reactants needed to synthesize it. The reactants are: [NH:1]1[C:9]2[CH:8]=[C:7]([C:10]([O:12][C:13]([CH3:16])([CH3:15])[CH3:14])=[O:11])[N:6]=[CH:5][C:4]=2[CH:3]=[CH:2]1.[H-].[Na+].Cl[CH2:20][S:21][CH3:22].